Dataset: Catalyst prediction with 721,799 reactions and 888 catalyst types from USPTO. Task: Predict which catalyst facilitates the given reaction. The catalyst class is: 210. Reactant: [Br:1][CH2:2][C:3]([C:5]1[C:6](=[O:16])[O:7][C:8]2[C:13]([CH:14]=1)=[CH:12][CH:11]=[C:10]([F:15])[CH:9]=2)=O.[CH3:17][S:18][C:19]1[N:24]=[CH:23][N:22]=[C:21]([NH2:25])[CH:20]=1. Product: [BrH:1].[F:15][C:10]1[CH:9]=[C:8]2[C:13]([CH:14]=[C:5]([C:3]3[N:25]=[C:21]4[CH:20]=[C:19]([S:18][CH3:17])[N:24]=[CH:23][N:22]4[CH:2]=3)[C:6](=[O:16])[O:7]2)=[CH:12][CH:11]=1.